Predict the reactants needed to synthesize the given product. From a dataset of Full USPTO retrosynthesis dataset with 1.9M reactions from patents (1976-2016). (1) Given the product [CH3:20][O:19][C:16]1[CH:15]=[CH:14][C:13]([CH2:12][N:8]2[C:9](=[O:11])[CH:10]=[C:5]3[CH2:4][CH2:3][CH2:2][O:21][C:6]3=[N:7]2)=[CH:18][CH:17]=1, predict the reactants needed to synthesize it. The reactants are: O[CH2:2][CH2:3][CH2:4][C:5]1[C:6](=[O:21])[NH:7][N:8]([CH2:12][C:13]2[CH:18]=[CH:17][C:16]([O:19][CH3:20])=[CH:15][CH:14]=2)[C:9](=[O:11])[CH:10]=1.C1(P(C2C=CC=CC=2)C2C=CC=CC=2)C=CC=CC=1.N(C(OC(C)C)=O)=NC(OC(C)C)=O.C1(P(=O)(C2C=CC=CC=2)C2C=CC=CC=2)C=CC=CC=1. (2) Given the product [ClH:27].[C:1]([NH:4][C:5]1[S:6][CH:7]=[C:8]([C:10]([NH:12][C:13]2[CH:18]=[CH:17][C:16]([NH2:19])=[CH:15][CH:14]=2)=[O:11])[N:9]=1)(=[O:3])[CH3:2], predict the reactants needed to synthesize it. The reactants are: [C:1]([NH:4][C:5]1[S:6][CH:7]=[C:8]([C:10]([NH:12][C:13]2[CH:18]=[CH:17][C:16]([NH:19]C(=O)OC(C)(C)C)=[CH:15][CH:14]=2)=[O:11])[N:9]=1)(=[O:3])[CH3:2].[ClH:27].